This data is from NCI-60 drug combinations with 297,098 pairs across 59 cell lines. The task is: Regression. Given two drug SMILES strings and cell line genomic features, predict the synergy score measuring deviation from expected non-interaction effect. (1) Drug 1: C1CC(=O)NC(=O)C1N2CC3=C(C2=O)C=CC=C3N. Drug 2: CCC1(CC2CC(C3=C(CCN(C2)C1)C4=CC=CC=C4N3)(C5=C(C=C6C(=C5)C78CCN9C7C(C=CC9)(C(C(C8N6C=O)(C(=O)OC)O)OC(=O)C)CC)OC)C(=O)OC)O.OS(=O)(=O)O. Cell line: MDA-MB-231. Synergy scores: CSS=10.7, Synergy_ZIP=-6.75, Synergy_Bliss=2.07, Synergy_Loewe=0.729, Synergy_HSA=0.925. (2) Drug 1: CNC(=O)C1=CC=CC=C1SC2=CC3=C(C=C2)C(=NN3)C=CC4=CC=CC=N4. Drug 2: CCCS(=O)(=O)NC1=C(C(=C(C=C1)F)C(=O)C2=CNC3=C2C=C(C=N3)C4=CC=C(C=C4)Cl)F. Cell line: BT-549. Synergy scores: CSS=-6.23, Synergy_ZIP=2.03, Synergy_Bliss=-2.00, Synergy_Loewe=-4.53, Synergy_HSA=-4.60. (3) Drug 1: CC(C1=C(C=CC(=C1Cl)F)Cl)OC2=C(N=CC(=C2)C3=CN(N=C3)C4CCNCC4)N. Drug 2: COC1=NC(=NC2=C1N=CN2C3C(C(C(O3)CO)O)O)N. Cell line: NCI-H460. Synergy scores: CSS=11.7, Synergy_ZIP=2.81, Synergy_Bliss=7.53, Synergy_Loewe=2.82, Synergy_HSA=7.03. (4) Drug 1: C1=CC(=CC=C1CCCC(=O)O)N(CCCl)CCCl. Drug 2: CC1=C(C(=O)C2=C(C1=O)N3CC4C(C3(C2COC(=O)N)OC)N4)N. Cell line: NCI-H522. Synergy scores: CSS=31.6, Synergy_ZIP=-14.6, Synergy_Bliss=-7.51, Synergy_Loewe=-1.38, Synergy_HSA=-0.445. (5) Drug 1: CNC(=O)C1=CC=CC=C1SC2=CC3=C(C=C2)C(=NN3)C=CC4=CC=CC=N4. Drug 2: B(C(CC(C)C)NC(=O)C(CC1=CC=CC=C1)NC(=O)C2=NC=CN=C2)(O)O. Cell line: HOP-62. Synergy scores: CSS=-4.50, Synergy_ZIP=2.11, Synergy_Bliss=-0.164, Synergy_Loewe=-2.94, Synergy_HSA=-3.99. (6) Drug 1: CC1=C(C(CCC1)(C)C)C=CC(=CC=CC(=CC(=O)O)C)C. Drug 2: C(CCl)NC(=O)N(CCCl)N=O. Cell line: SK-MEL-28. Synergy scores: CSS=5.53, Synergy_ZIP=-3.89, Synergy_Bliss=-4.54, Synergy_Loewe=0.895, Synergy_HSA=-2.44. (7) Drug 1: CC1C(C(CC(O1)OC2CC(CC3=C2C(=C4C(=C3O)C(=O)C5=C(C4=O)C(=CC=C5)OC)O)(C(=O)CO)O)N)O.Cl. Drug 2: C1C(C(OC1N2C=NC3=C2NC=NCC3O)CO)O. Cell line: NCI-H460. Synergy scores: CSS=-1.79, Synergy_ZIP=1.93, Synergy_Bliss=3.82, Synergy_Loewe=-1.59, Synergy_HSA=-0.803. (8) Drug 1: C1CC(C1)(C(=O)O)C(=O)O.[NH2-].[NH2-].[Pt+2]. Drug 2: CC12CCC3C(C1CCC2OP(=O)(O)O)CCC4=C3C=CC(=C4)OC(=O)N(CCCl)CCCl.[Na+]. Cell line: MOLT-4. Synergy scores: CSS=17.9, Synergy_ZIP=0.0425, Synergy_Bliss=0.633, Synergy_Loewe=-4.07, Synergy_HSA=-0.777.